Dataset: Full USPTO retrosynthesis dataset with 1.9M reactions from patents (1976-2016). Task: Predict the reactants needed to synthesize the given product. (1) Given the product [F:1][C:2]1[CH:3]=[CH:4][C:5]([CH:8]([O:10][C:11]2[CH:16]=[CH:15][N:14]([C:52]3[CH:51]=[CH:50][C:49]([O:38][CH2:39][CH2:40][N:41]4[CH2:46][CH2:45][CH2:44][CH2:43]4)=[CH:54][CH:53]=3)[C:13](=[O:17])[CH:12]=2)[CH3:9])=[CH:6][CH:7]=1, predict the reactants needed to synthesize it. The reactants are: [F:1][C:2]1[CH:7]=[CH:6][C:5]([CH:8]([O:10][C:11]2[CH:16]=[CH:15][NH:14][C:13](=[O:17])[CH:12]=2)[CH3:9])=[CH:4][CH:3]=1.C(OC1C=CN(C2C=CC([O:38][CH2:39][CH2:40][N:41]3[CH2:46][CH2:45][CH2:44][CH2:43]C3)=CN=2)C(=O)C=1)C1C=CC=CC=1.C(O)[C:49]1[CH:54]=[CH:53][CH:52]=[CH:51][CH:50]=1.FC1C=CC(C(O)C)=CC=1.C(OC1C=CNC(=O)C=1)C1C=CC=CC=1. (2) The reactants are: [CH:1]1([CH2:7][C@@H:8]([NH:11][C:12](=[O:18])[O:13][C:14]([CH3:17])([CH3:16])[CH3:15])[CH2:9][OH:10])[CH2:6][CH2:5][CH2:4][CH2:3][CH2:2]1.C(N(CC)CC)C.O.OS([O-])(=O)=O.[K+]. Given the product [CH:1]1([CH2:7][C@@H:8]([NH:11][C:12](=[O:18])[O:13][C:14]([CH3:16])([CH3:15])[CH3:17])[CH:9]=[O:10])[CH2:2][CH2:3][CH2:4][CH2:5][CH2:6]1, predict the reactants needed to synthesize it. (3) Given the product [CH3:47][O:48][C:49]([C:51]1[NH:61][C:54]2=[N:55][CH:56]=[C:57]([CH2:59][NH:60][C:4](=[O:6])[C:3]3[CH:7]=[C:8]([N+:11]([O-:13])=[O:12])[CH:9]=[CH:10][C:2]=3[CH3:1])[CH:58]=[C:53]2[CH:52]=1)=[O:50], predict the reactants needed to synthesize it. The reactants are: [CH3:1][C:2]1[CH:10]=[CH:9][C:8]([N+:11]([O-:13])=[O:12])=[CH:7][C:3]=1[C:4]([OH:6])=O.CCN(C(C)C)C(C)C.CN(C(ON1N=NC2C=CC=NC1=2)=[N+](C)C)C.F[P-](F)(F)(F)(F)F.[CH3:47][O:48][C:49]([C:51]1[NH:61][C:54]2=[N:55][CH:56]=[C:57]([CH2:59][NH2:60])[CH:58]=[C:53]2[CH:52]=1)=[O:50].